Dataset: NCI-60 drug combinations with 297,098 pairs across 59 cell lines. Task: Regression. Given two drug SMILES strings and cell line genomic features, predict the synergy score measuring deviation from expected non-interaction effect. Drug 1: CCC1=CC2CC(C3=C(CN(C2)C1)C4=CC=CC=C4N3)(C5=C(C=C6C(=C5)C78CCN9C7C(C=CC9)(C(C(C8N6C)(C(=O)OC)O)OC(=O)C)CC)OC)C(=O)OC.C(C(C(=O)O)O)(C(=O)O)O. Drug 2: CC1=C2C(C(=O)C3(C(CC4C(C3C(C(C2(C)C)(CC1OC(=O)C(C(C5=CC=CC=C5)NC(=O)C6=CC=CC=C6)O)O)OC(=O)C7=CC=CC=C7)(CO4)OC(=O)C)O)C)OC(=O)C. Cell line: T-47D. Synergy scores: CSS=29.5, Synergy_ZIP=-0.620, Synergy_Bliss=4.62, Synergy_Loewe=3.11, Synergy_HSA=4.64.